This data is from Forward reaction prediction with 1.9M reactions from USPTO patents (1976-2016). The task is: Predict the product of the given reaction. Given the reactants [NH2:1][C:2]([C:4]1[CH:5]=[N:6][C:7]2[C:12]([C:13]=1[NH:14][C:15]1[CH:16]=[C:17]([CH:23]=[CH:24][CH:25]=1)[C:18]([O:20][CH2:21][CH3:22])=[O:19])=[CH:11][CH:10]=[C:9](Br)[CH:8]=2)=[O:3].[Cl:27][C:28]1[N:29]([CH3:42])[C:30](B2OC(C)(C)C(C)(C)O2)=[CH:31][N:32]=1.C(=O)([O-])[O-].[K+].[K+], predict the reaction product. The product is: [NH2:1][C:2]([C:4]1[CH:5]=[N:6][C:7]2[C:12]([C:13]=1[NH:14][C:15]1[CH:16]=[C:17]([CH:23]=[CH:24][CH:25]=1)[C:18]([O:20][CH2:21][CH3:22])=[O:19])=[CH:11][CH:10]=[C:9]([C:30]1[N:29]([CH3:42])[C:28]([Cl:27])=[N:32][CH:31]=1)[CH:8]=2)=[O:3].